This data is from Forward reaction prediction with 1.9M reactions from USPTO patents (1976-2016). The task is: Predict the product of the given reaction. (1) Given the reactants [CH3:1][N:2]1[CH:6]=[C:5]([C:7]2[CH:12]=[CH:11][N:10]=[CH:9][CH:8]=2)[C:4]([C:13]2[CH:18]=[CH:17][C:16]([C:19]#[C:20][Si](C)(C)C)=[CH:15][N:14]=2)=[N:3]1.CCCC[N+](CCCC)(CCCC)CCCC.[F-], predict the reaction product. The product is: [C:19]([C:16]1[CH:17]=[CH:18][C:13]([C:4]2[C:5]([C:7]3[CH:8]=[CH:9][N:10]=[CH:11][CH:12]=3)=[CH:6][N:2]([CH3:1])[N:3]=2)=[N:14][CH:15]=1)#[CH:20]. (2) Given the reactants [Cl:1][C:2]1[CH:7]=[CH:6][C:5]([C:8]2[C:14]3[CH:15]=[C:16]([O:19][CH3:20])[CH:17]=[CH:18][C:13]=3[N:12]3[C:21]([CH3:24])=[N:22][N:23]=[C:11]3[C@H:10]([CH2:25][C:26](O)=[O:27])[N:9]=2)=[CH:4][CH:3]=1.CCN=C=NCCCN(C)C.[NH2:40][CH2:41][CH2:42][O:43][CH2:44][CH2:45][O:46][CH2:47][CH2:48][O:49][CH2:50][CH2:51][O:52][CH2:53][CH2:54][O:55][CH2:56][CH2:57][O:58][C:59]1[CH:60]=[CH:61][C:62]2[N:68]3[C:69]([CH3:72])=[N:70][N:71]=[C:67]3[C@H:66]([CH2:73][C:74]([NH:76][CH2:77][CH3:78])=[O:75])[N:65]=[C:64]([C:79]3[CH:84]=[CH:83][C:82]([Cl:85])=[CH:81][CH:80]=3)[C:63]=2[CH:86]=1, predict the reaction product. The product is: [Cl:85][C:82]1[CH:83]=[CH:84][C:79]([C:64]2[C:63]3[CH:86]=[C:59]([O:58][CH2:57][CH2:56][O:55][CH2:54][CH2:53][O:52][CH2:51][CH2:50][O:49][CH2:48][CH2:47][O:46][CH2:45][CH2:44][O:43][CH2:42][CH2:41][NH:40][C:26](=[O:27])[CH2:25][C@@H:10]4[N:9]=[C:8]([C:5]5[CH:6]=[CH:7][C:2]([Cl:1])=[CH:3][CH:4]=5)[C:14]5[CH:15]=[C:16]([O:19][CH3:20])[CH:17]=[CH:18][C:13]=5[N:12]5[C:21]([CH3:24])=[N:22][N:23]=[C:11]45)[CH:60]=[CH:61][C:62]=3[N:68]3[C:69]([CH3:72])=[N:70][N:71]=[C:67]3[C@H:66]([CH2:73][C:74]([NH:76][CH2:77][CH3:78])=[O:75])[N:65]=2)=[CH:80][CH:81]=1. (3) Given the reactants [CH:1]1[CH:6]=[N:5][CH:4]=[C:3]2[CH2:7][O:8][C:9]3[CH:10]=[C:11]([NH2:15])[CH:12]=[CH:13][C:14]=3[C:2]=12.[C:16]([O:20][C:21]([NH:23][C@H:24]([CH2:28][CH:29]([CH3:31])[CH3:30])[C:25](O)=[O:26])=[O:22])([CH3:19])([CH3:18])[CH3:17].O=P(Cl)(Cl)Cl, predict the reaction product. The product is: [CH:1]1[CH:6]=[N:5][CH:4]=[C:3]2[CH2:7][O:8][C:9]3[CH:10]=[C:11]([NH:15][C:25](=[O:26])[C@H:24]([NH:23][C:21](=[O:22])[O:20][C:16]([CH3:19])([CH3:18])[CH3:17])[CH2:28][CH:29]([CH3:31])[CH3:30])[CH:12]=[CH:13][C:14]=3[C:2]=12. (4) Given the reactants [Br:1][C:2]1[CH:3]=[C:4]([S:10]([NH:13][C:14]2[CH:15]=[N:16][CH:17]=[C:18](Cl)[C:19]=2[OH:20])(=[O:12])=[O:11])[CH:5]=[N:6][C:7]=1[O:8][CH3:9].BrC1C=C(S(NC2C=NC=CC=2O)(=O)=O)C=NC=1Cl.BrC1C=C(S(NC2C=NC=C(Cl)C=2O)(=O)=O)C=NC=1Cl, predict the reaction product. The product is: [Br:1][C:2]1[CH:3]=[C:4]([S:10]([NH:13][C:14]2[CH:15]=[N:16][CH:17]=[CH:18][C:19]=2[OH:20])(=[O:12])=[O:11])[CH:5]=[N:6][C:7]=1[O:8][CH3:9]. (5) The product is: [C:1]([C:5]1[CH:12]=[CH:11][C:8]([CH2:9][NH:16][CH2:15][CH2:13][OH:14])=[CH:7][CH:6]=1)([CH3:4])([CH3:3])[CH3:2]. Given the reactants [C:1]([C:5]1[CH:12]=[CH:11][C:8]([CH:9]=O)=[CH:7][CH:6]=1)([CH3:4])([CH3:3])[CH3:2].[CH2:13]([CH2:15][NH2:16])[OH:14].[BH4-].[Na+], predict the reaction product.